This data is from Reaction yield outcomes from USPTO patents with 853,638 reactions. The task is: Predict the reaction yield, written as a fraction of the theoretical maximum amount of product (1.0 means a 100% yield; for example, 0.34 means a 34% yield). (1) The reactants are [CH3:1][NH:2][CH2:3][C:4]1[O:5][C:6]2[CH:13]=[CH:12][CH:11]=[CH:10][C:7]=2[C:8]=1[CH3:9].[CH:14](N(C(C)C)CC)([CH3:16])[CH3:15].Br[C:24]1[CH:25]=[N:26][C:27]2[NH:36][C:35](=[O:37])[C@@H:34]3[N:30]([CH2:31][CH2:32][CH2:33]3)[CH2:29][C:28]=2[CH:38]=1.O.[OH:40]N1C2C=CC=CC=2N=N1.Cl.CN(C)CCCN=C=NCC. The catalyst is CN(C=O)C.O. The product is [CH3:1][N:2]([CH2:3][C:4]1[O:5][C:6]2[CH:13]=[CH:12][CH:11]=[CH:10][C:7]=2[C:8]=1[CH3:9])[C:15](=[O:40])/[CH:14]=[CH:16]/[C:24]1[CH:25]=[N:26][C:27]2[NH:36][C:35](=[O:37])[C@@H:34]3[N:30]([CH2:31][CH2:32][CH2:33]3)[CH2:29][C:28]=2[CH:38]=1. The yield is 0.310. (2) The reactants are [CH:1]([C:3]1[C:8]([N+:9]([O-])=O)=[CH:7][CH:6]=[CH:5][C:4]=1[NH:12][CH:13]=[O:14])=[O:2]. The catalyst is C1COCC1.[OH-].[OH-].[Pd+2]. The product is [NH2:9][C:8]1[C:3]([CH:1]=[O:2])=[C:4]([NH:12][CH:13]=[O:14])[CH:5]=[CH:6][CH:7]=1. The yield is 0.920. (3) The reactants are CO[C:3]([C:5]1[CH:10]=[CH:9][N:8]2[CH:11]=[N:12][CH:13]=[C:7]2[C:6]=1[NH:14][C:15]1[CH:20]=[CH:19][C:18]([CH:21]2[CH2:23][CH2:22]2)=[CH:17][C:16]=1[F:24])=[O:4].[OH-:25].[Na+].[NH2:27][OH:28].[CH3:29][CH2:30]N=C=NCCCN(C)C.[CH:40]1C=CC2N(O)N=NC=2[CH:45]=1. The catalyst is C(OCC)(=O)C. The product is [CH:29]([O:25][CH2:40][CH2:45][O:28][NH:27][C:3]([C:5]1[CH:10]=[CH:9][N:8]2[CH:11]=[N:12][CH:13]=[C:7]2[C:6]=1[NH:14][C:15]1[CH:20]=[CH:19][C:18]([CH:21]2[CH2:23][CH2:22]2)=[CH:17][C:16]=1[F:24])=[O:4])=[CH2:30]. The yield is 0.670. (4) The reactants are [CH3:1][N:2]([CH2:10][CH:11]=O)[C:3](=[O:9])[O:4][C:5]([CH3:8])([CH3:7])[CH3:6].[CH3:13][O:14][C:15]1[CH:20]=[CH:19][CH:18]=[CH:17][C:16]=1[C:21]1[NH:25][C:24]2[C:26]([CH:30]3[CH2:35][CH2:34][NH:33][CH2:32][CH2:31]3)=[CH:27][CH:28]=[CH:29][C:23]=2[N:22]=1.C(O)(=O)C.C(O[BH-](OC(=O)C)OC(=O)C)(=O)C.[Na+]. The catalyst is C(Cl)Cl.CO. The product is [CH3:13][O:14][C:15]1[CH:20]=[CH:19][CH:18]=[CH:17][C:16]=1[C:21]1[NH:25][C:24]2[C:26]([CH:30]3[CH2:35][CH2:34][N:33]([CH2:11][CH2:10][N:2]([CH3:1])[C:3](=[O:9])[O:4][C:5]([CH3:6])([CH3:7])[CH3:8])[CH2:32][CH2:31]3)=[CH:27][CH:28]=[CH:29][C:23]=2[N:22]=1. The yield is 0.258. (5) The reactants are [OH-].[K+].C([O:5][C:6]([C:8]1([CH2:11][CH2:12][CH2:13][CH2:14][CH2:15][CH2:16][CH2:17][CH2:18][CH2:19][CH2:20][CH2:21][CH2:22][C:23]2([C:26](=[O:28])[NH2:27])[CH2:25][CH2:24]2)[CH2:10][CH2:9]1)=[O:7])C.Cl. The catalyst is C(O)C.O. The product is [C:26]([C:23]1([CH2:22][CH2:21][CH2:20][CH2:19][CH2:18][CH2:17][CH2:16][CH2:15][CH2:14][CH2:13][CH2:12][CH2:11][C:8]2([C:6]([OH:7])=[O:5])[CH2:9][CH2:10]2)[CH2:24][CH2:25]1)(=[O:28])[NH2:27]. The yield is 0.730. (6) The reactants are [OH:1][CH:2]1[CH2:7][O:6][C:4](=[O:5])[CH2:3]1.[C:8](Cl)([C:10]1[CH:15]=[CH:14][CH:13]=[CH:12][CH:11]=1)=[O:9]. The catalyst is N1C=CC=CC=1. The product is [C:8]([O:1][C@@H:2]1[CH2:7][O:6][C:4](=[O:5])[CH2:3]1)(=[O:9])[C:10]1[CH:15]=[CH:14][CH:13]=[CH:12][CH:11]=1. The yield is 0.890. (7) The reactants are [C:1]([CH:7]([OH:14])[CH2:8][CH:9]([OH:13])[CH2:10][CH2:11][OH:12])(=[O:6])[C:2]([CH3:5])([CH3:4])[CH3:3].N1C=CN=C1.[Si:20](Cl)([C:33]([CH3:36])([CH3:35])[CH3:34])([C:27]1[CH:32]=[CH:31][CH:30]=[CH:29][CH:28]=1)[C:21]1[CH:26]=[CH:25][CH:24]=[CH:23][CH:22]=1. The catalyst is C(Cl)Cl. The product is [Si:20]([CH:11]([OH:12])[CH2:10][CH:9]([OH:13])[CH2:8][CH:7]([C:1](=[O:6])[C:2]([CH3:5])([CH3:4])[CH3:3])[OH:14])([C:33]([CH3:36])([CH3:35])[CH3:34])([C:27]1[CH:28]=[CH:29][CH:30]=[CH:31][CH:32]=1)[C:21]1[CH:26]=[CH:25][CH:24]=[CH:23][CH:22]=1. The yield is 0.750.